This data is from Catalyst prediction with 721,799 reactions and 888 catalyst types from USPTO. The task is: Predict which catalyst facilitates the given reaction. Reactant: [C:1]([O:5][C@@H:6]([C:12]1[C:13]([CH3:42])=[N:14][C:15]([CH3:41])=[C:16]([C:26]2[CH:31]=[CH:30][C:29]([O:32][CH2:33][C:34]3[CH:39]=[CH:38][CH:37]=[C:36]([F:40])[CH:35]=3)=[CH:28][CH:27]=2)[C:17]=1[N:18]1[CH2:23][CH2:22][C:21]([CH3:25])([CH3:24])[CH2:20][CH2:19]1)[C:7]([O:9]CC)=[O:8])([CH3:4])([CH3:3])[CH3:2].[Li+].[OH-]. Product: [C:1]([O:5][C@@H:6]([C:12]1[C:13]([CH3:42])=[N:14][C:15]([CH3:41])=[C:16]([C:26]2[CH:27]=[CH:28][C:29]([O:32][CH2:33][C:34]3[CH:39]=[CH:38][CH:37]=[C:36]([F:40])[CH:35]=3)=[CH:30][CH:31]=2)[C:17]=1[N:18]1[CH2:19][CH2:20][C:21]([CH3:25])([CH3:24])[CH2:22][CH2:23]1)[C:7]([OH:9])=[O:8])([CH3:4])([CH3:2])[CH3:3]. The catalyst class is: 88.